Dataset: Choline transporter screen with 302,306 compounds. Task: Binary Classification. Given a drug SMILES string, predict its activity (active/inactive) in a high-throughput screening assay against a specified biological target. (1) The drug is Fc1c(NC(=O)COC(=O)c2cc(OC)c(OC)cc2)ccc(F)c1. The result is 0 (inactive). (2) The drug is o1c(C(=O)Nc2c(C(=O)Nc3cc(ccc3)C)cccc2)ccc1. The result is 0 (inactive). (3) The drug is Brc1ccc(c2oc(cc2)C(=O)NC(=S)Nc2c(cccc2)C(O)=O)cc1. The result is 0 (inactive). (4) The compound is Brc1cc2cc(C(=O)NCCCN3CCOCC3)c(oc2cc1)=O. The result is 0 (inactive). (5) The compound is S(CC(=O)NC1CCCCCC1)c1[nH]c2c(n1)ccc([N+]([O-])=O)c2. The result is 0 (inactive).